This data is from Forward reaction prediction with 1.9M reactions from USPTO patents (1976-2016). The task is: Predict the product of the given reaction. (1) Given the reactants [CH2:1]([O:3][C:4](=[O:23])[CH2:5][CH:6]1[CH2:11][CH2:10][N:9]([C:12]2[C:17]([NH2:18])=[CH:16][C:15]([S:19]([CH3:22])(=[O:21])=[O:20])=[CH:14][N:13]=2)[CH2:8][CH2:7]1)[CH3:2].[Cl:24][C:25]1[CH:26]=[C:27]([CH:31]=[CH:32][CH:33]=1)[C:28](Cl)=[O:29], predict the reaction product. The product is: [CH2:1]([O:3][C:4](=[O:23])[CH2:5][CH:6]1[CH2:11][CH2:10][N:9]([C:12]2[C:17]([NH:18][C:28](=[O:29])[C:27]3[CH:31]=[CH:32][CH:33]=[C:25]([Cl:24])[CH:26]=3)=[CH:16][C:15]([S:19]([CH3:22])(=[O:21])=[O:20])=[CH:14][N:13]=2)[CH2:8][CH2:7]1)[CH3:2]. (2) Given the reactants Br[CH:2]([C:18]1[CH:23]=[CH:22][CH:21]=[CH:20][CH:19]=1)[C:3]([C:5]1[C:13]2[C:8](=[CH:9][CH:10]=[CH:11][C:12]=2[CH2:14][CH2:15][CH2:16][OH:17])[NH:7][CH:6]=1)=[O:4].[CH3:24][O:25][C:26]1[CH:27]=[C:28]([CH:30]=[C:31]([O:33][CH3:34])[CH:32]=1)[NH2:29], predict the reaction product. The product is: [CH3:34][O:33][C:31]1[CH:30]=[C:28]([NH:29][CH:2]([C:18]2[CH:23]=[CH:22][CH:21]=[CH:20][CH:19]=2)[C:3]([C:5]2[C:13]3[C:8](=[CH:9][CH:10]=[CH:11][C:12]=3[CH2:14][CH2:15][CH2:16][OH:17])[NH:7][CH:6]=2)=[O:4])[CH:27]=[C:26]([O:25][CH3:24])[CH:32]=1. (3) Given the reactants N[C:2]1[CH:3]=[CH:4][CH:5]=[C:6]2[C:10]=1[NH:9][C:8]([C:11]([NH2:13])=[O:12])=[C:7]2[S:14]([N:17]1[CH2:22][CH2:21][O:20][CH2:19][CH2:18]1)(=[O:16])=[O:15].O.[BrH:24].N([O-])=O.[Na+], predict the reaction product. The product is: [Br:24][C:2]1[CH:3]=[CH:4][CH:5]=[C:6]2[C:10]=1[NH:9][C:8]([C:11]([NH2:13])=[O:12])=[C:7]2[S:14]([N:17]1[CH2:22][CH2:21][O:20][CH2:19][CH2:18]1)(=[O:16])=[O:15].